This data is from Catalyst prediction with 721,799 reactions and 888 catalyst types from USPTO. The task is: Predict which catalyst facilitates the given reaction. (1) Reactant: [C:1]([O:5][C@@H:6]([C:12]1[C:32]([CH3:33])=[CH:31][C:15]2[N:16]=[C:17]([C:19]3[CH:27]=[C:26]4[C:22]([C:23](=[O:30])[N:24]([CH3:29])[N:25]4[CH3:28])=[CH:21][CH:20]=3)[S:18][C:14]=2[C:13]=1[C:34]1[CH:39]=[CH:38][C:37]([Cl:40])=[CH:36][CH:35]=1)[C:7]([O:9]CC)=[O:8])([CH3:4])([CH3:3])[CH3:2].[OH-].[Na+]. Product: [C:1]([O:5][C@@H:6]([C:12]1[C:32]([CH3:33])=[CH:31][C:15]2[N:16]=[C:17]([C:19]3[CH:27]=[C:26]4[C:22]([C:23](=[O:30])[N:24]([CH3:29])[N:25]4[CH3:28])=[CH:21][CH:20]=3)[S:18][C:14]=2[C:13]=1[C:34]1[CH:35]=[CH:36][C:37]([Cl:40])=[CH:38][CH:39]=1)[C:7]([OH:9])=[O:8])([CH3:4])([CH3:2])[CH3:3]. The catalyst class is: 36. (2) Reactant: Br[C:2]1[C:3]([N:21]2[CH2:26][CH2:25][C:24]([CH3:28])([CH3:27])[CH2:23][CH2:22]2)=[C:4]([C@H:10]([O:16][C:17]([CH3:20])([CH3:19])[CH3:18])[C:11]([O:13][CH2:14][CH3:15])=[O:12])[C:5]([CH3:9])=[N:6][C:7]=1[CH3:8].[O:29]([C:36]1[CH:41]=[CH:40][C:39](B(O)O)=[CH:38][CH:37]=1)[C:30]1[CH:35]=[CH:34][CH:33]=[CH:32][CH:31]=1.C([O-])([O-])=O.[Na+].[Na+]. Product: [C:17]([O:16][C@@H:10]([C:4]1[C:5]([CH3:9])=[N:6][C:7]([CH3:8])=[C:2]([C:39]2[CH:40]=[CH:41][C:36]([O:29][C:30]3[CH:35]=[CH:34][CH:33]=[CH:32][CH:31]=3)=[CH:37][CH:38]=2)[C:3]=1[N:21]1[CH2:26][CH2:25][C:24]([CH3:28])([CH3:27])[CH2:23][CH2:22]1)[C:11]([O:13][CH2:14][CH3:15])=[O:12])([CH3:20])([CH3:19])[CH3:18]. The catalyst class is: 73. (3) The catalyst class is: 6. Reactant: C(OP([CH2:9][C:10]1[CH:15]=[CH:14][C:13]([C:16]([OH:18])=[O:17])=[CH:12][CH:11]=1)(OCC)=O)C.CC(C)([O-])C.[K+].C1COCC1.[CH:30]([C:32]1[S:33][CH:34]=[CH:35][N:36]=1)=O. Product: [S:33]1[CH:34]=[CH:35][N:36]=[C:32]1/[CH:30]=[CH:9]/[C:10]1[CH:11]=[CH:12][C:13]([C:16]([OH:18])=[O:17])=[CH:14][CH:15]=1. (4) Reactant: Br[C:2]1[CH:3]=[C:4]2[C:9](=[C:10]([O:12][CH2:13][O:14][CH2:15][CH2:16][Si:17]([CH3:20])([CH3:19])[CH3:18])[CH:11]=1)[N:8]=[CH:7][N:6]([CH2:21][O:22][CH2:23][CH2:24][Si:25]([CH3:28])([CH3:27])[CH3:26])[C:5]2=[O:29].C(C1C=C(C)C=C(C(C)(C)C)C=1O)(C)(C)C.[CH3:46][C:47]1[S:51][C:50]([Sn](CCCC)(CCCC)CCCC)=[N:49][CH:48]=1.[F-].[K+]. Product: [CH3:46][C:47]1[S:51][C:50]([C:2]2[CH:3]=[C:4]3[C:9](=[C:10]([O:12][CH2:13][O:14][CH2:15][CH2:16][Si:17]([CH3:20])([CH3:19])[CH3:18])[CH:11]=2)[N:8]=[CH:7][N:6]([CH2:21][O:22][CH2:23][CH2:24][Si:25]([CH3:28])([CH3:27])[CH3:26])[C:5]3=[O:29])=[N:49][CH:48]=1. The catalyst class is: 206. (5) Reactant: [CH2:1]([NH2:8])[CH2:2][CH2:3][CH2:4][CH2:5][CH:6]=[CH2:7].[C:9]([O-:12])([O-])=O.[K+].[K+].CI.[CH3:17][N:18](C=O)C. Product: [NH2:8][C:1]1[C:6]([CH3:7])=[C:5]([O:12][CH3:9])[CH:4]=[CH:3][C:2]=1[C:17]#[N:18]. The catalyst class is: 6. (6) Product: [CH3:33][O:29][C:26](=[O:28])[C:2]1[CH:7]=[CH:6][C:5]([C:8]2[CH2:12][C:11]([C:17]3[CH:22]=[C:21]([Cl:23])[CH:20]=[C:19]([Cl:24])[CH:18]=3)([C:13]([F:14])([F:15])[F:16])[O:10][N:9]=2)=[CH:4][C:3]=1[Cl:25]. Reactant: Br[C:2]1[CH:7]=[CH:6][C:5]([C:8]2[CH2:12][C:11]([C:17]3[CH:22]=[C:21]([Cl:23])[CH:20]=[C:19]([Cl:24])[CH:18]=3)([C:13]([F:16])([F:15])[F:14])[O:10][N:9]=2)=[CH:4][C:3]=1[Cl:25].[C:26]([O-:29])(=[O:28])C.[Na+].[C]=O.[CH3:33]O. The catalyst class is: 167. (7) Reactant: [CH3:1][O:2][C:3]([C:5]1[CH:6]=[C:7]([N:11]2[C:15](=[O:16])[C:14]3([CH2:21][CH2:20][N:19](C(OCC4C=CC=CC=4)=O)[CH2:18][CH2:17]3)[N:13]([C:32]3[CH:37]=[CH:36][CH:35]=[CH:34][CH:33]=3)[CH2:12]2)[CH:8]=[CH:9][CH:10]=1)=[O:4]. Product: [O:16]=[C:15]1[C:14]2([CH2:17][CH2:18][NH:19][CH2:20][CH2:21]2)[N:13]([C:32]2[CH:33]=[CH:34][CH:35]=[CH:36][CH:37]=2)[CH2:12][N:11]1[C:7]1[CH:6]=[C:5]([CH:10]=[CH:9][CH:8]=1)[C:3]([O:2][CH3:1])=[O:4]. The catalyst class is: 19.